Dataset: Reaction yield outcomes from USPTO patents with 853,638 reactions. Task: Predict the reaction yield, written as a fraction of the theoretical maximum amount of product (1.0 means a 100% yield; for example, 0.34 means a 34% yield). (1) The reactants are [CH2:1]([C:5]1[N:6]=[C:7]([CH3:27])[NH:8][C:9](=[O:26])[C:10]=1[CH2:11][C:12]1[CH:17]=[CH:16][C:15]([C:18]2[C:19]([C:24]#[N:25])=[CH:20][CH:21]=[CH:22][CH:23]=2)=[CH:14][CH:13]=1)[CH2:2][CH2:3][CH3:4].C(=O)([O-])[O-].[K+].[K+].Cl.Cl[CH2:36][C:37]1[N:38]=[CH:39][S:40][CH:41]=1.CN(C)C=O. The catalyst is C(OCC)(=O)C. The product is [CH2:1]([C:5]1[N:6]=[C:7]([CH3:27])[N:8]([CH2:36][C:37]2[N:38]=[CH:39][S:40][CH:41]=2)[C:9](=[O:26])[C:10]=1[CH2:11][C:12]1[CH:17]=[CH:16][C:15]([C:18]2[C:19]([C:24]#[N:25])=[CH:20][CH:21]=[CH:22][CH:23]=2)=[CH:14][CH:13]=1)[CH2:2][CH2:3][CH3:4]. The yield is 0.660. (2) The reactants are C(N(C(C)C)CC)(C)C.Cl.[CH3:11][O:12][C:13](=[O:20])[C@H:14]([CH2:16][CH2:17][S:18][CH3:19])[NH2:15].[CH3:21][N:22]([CH2:24][C:25]1[CH:30]=[CH:29][C:28]([C:31]2[O:35][C:34](=[O:36])[C:33]3([CH2:41][CH2:40][CH2:39][CH2:38][CH2:37]3)[N:32]=2)=[CH:27][CH:26]=1)[CH3:23]. The catalyst is C1(C)C=CC=CC=1. The product is [CH3:11][O:12][C:13](=[O:20])[C@H:14]([CH2:16][CH2:17][S:18][CH3:19])[NH:15][C:34]([C:33]1([NH:32][C:31]([C:28]2[CH:29]=[CH:30][C:25]([CH2:24][N:22]([CH3:23])[CH3:21])=[CH:26][CH:27]=2)=[O:35])[CH2:41][CH2:40][CH2:39][CH2:38][CH2:37]1)=[O:36]. The yield is 0.590. (3) The reactants are CC(OC(/N=N/C(OC(C)C)=O)=O)C.[OH:15][C:16]1[CH:17]=[C:18]([CH:23]=[CH:24][CH:25]=1)[C:19]([O:21][CH3:22])=[O:20].[CH2:26](O)[CH2:27][O:28][CH2:29][CH2:30]O.C1(P(C2C=CC=CC=2)C2C=CC=CC=2)C=CC=CC=1. The catalyst is C1COCC1. The product is [CH3:26][CH2:27][O:28][CH2:29][CH2:30][O:15][C:16]1[CH:17]=[C:18]([CH:23]=[CH:24][CH:25]=1)[C:19]([O:21][CH3:22])=[O:20]. The yield is 0.630. (4) The reactants are [C:1]([C:3]1([C:14]2[CH:23]=[CH:22][C:21]3[C:16](=[CH:17][CH:18]=[CH:19][CH:20]=3)[CH:15]=2)[CH2:8][CH:7](C(OC)=O)[C:6](=[O:13])[CH2:5][CH2:4]1)#[N:2].CS(C)=O.CCOC(C)=O.CCCCCCC. The catalyst is [Cl-].[Na+].O.O. The product is [CH:15]1[C:16]2[C:21](=[CH:20][CH:19]=[CH:18][CH:17]=2)[CH:22]=[CH:23][C:14]=1[C:3]1([C:1]#[N:2])[CH2:4][CH2:5][C:6](=[O:13])[CH2:7][CH2:8]1. The yield is 0.620.